The task is: Predict the product of the given reaction.. This data is from Forward reaction prediction with 1.9M reactions from USPTO patents (1976-2016). Given the reactants [O:1]=[C:2]1[N:6]2[C:7]3[CH:8]=[CH:9][CH:10]=[CH:11][C:12]=3[CH2:13][C@H:5]2[C@H:4]([CH2:14][NH:15][C:16](=[O:18])[CH3:17])[O:3]1.[Br:19]N1C(=O)CCC1=O, predict the reaction product. The product is: [Br:19][C:10]1[CH:9]=[CH:8][C:7]2[N:6]3[C:2](=[O:1])[O:3][C@@H:4]([CH2:14][NH:15][C:16](=[O:18])[CH3:17])[C@@H:5]3[CH2:13][C:12]=2[CH:11]=1.